Dataset: Forward reaction prediction with 1.9M reactions from USPTO patents (1976-2016). Task: Predict the product of the given reaction. (1) Given the reactants [OH:1][CH:2]1[CH2:20][CH:19]2[N:4]([C:5](=[O:39])[CH:6]([NH:31][C:32]([O:34][C:35]([CH3:38])([CH3:37])[CH3:36])=[O:33])[CH2:7][CH2:8][CH2:9][CH2:10][CH2:11][CH:12]=[CH:13][CH:14]3[C:16]([C:22]([NH:24][S:25]([CH:28]4[CH2:30][CH2:29]4)(=[O:27])=[O:26])=[O:23])([NH:17][C:18]2=[O:21])[CH2:15]3)[CH2:3]1.[N:40]1[CH:45]=[CH:44][N:43]=[CH:42][C:41]=1[C:46](Cl)=[O:47], predict the reaction product. The product is: [N:40]1[CH:45]=[CH:44][N:43]=[CH:42][C:41]=1[C:46]([O:1][CH:2]1[CH2:20][CH:19]2[N:4]([C:5](=[O:39])[CH:6]([NH:31][C:32]([O:34][C:35]([CH3:36])([CH3:38])[CH3:37])=[O:33])[CH2:7][CH2:8][CH2:9][CH2:10][CH2:11][CH:12]=[CH:13][CH:14]3[C:16]([C:22]([NH:24][S:25]([CH:28]4[CH2:30][CH2:29]4)(=[O:27])=[O:26])=[O:23])([NH:17][C:18]2=[O:21])[CH2:15]3)[CH2:3]1)=[O:47]. (2) Given the reactants [Br:1][C:2]1[CH:3]=[CH:4][C:5]2[O:14][C:13]3[C:12](=[O:15])[NH:11][C:10]([C:16]4[CH:17]=[C:18]([CH:23]=[CH:24][CH:25]=4)[C:19]([O:21]C)=[O:20])=[N:9][C:8]=3[C:6]=2[CH:7]=1.O1CCCC1.O.[OH-].[Li+], predict the reaction product. The product is: [Br:1][C:2]1[CH:3]=[CH:4][C:5]2[O:14][C:13]3[C:12](=[O:15])[NH:11][C:10]([C:16]4[CH:17]=[C:18]([CH:23]=[CH:24][CH:25]=4)[C:19]([OH:21])=[O:20])=[N:9][C:8]=3[C:6]=2[CH:7]=1.